This data is from NCI-60 drug combinations with 297,098 pairs across 59 cell lines. The task is: Regression. Given two drug SMILES strings and cell line genomic features, predict the synergy score measuring deviation from expected non-interaction effect. Drug 1: C1=CC(=C2C(=C1NCCNCCO)C(=O)C3=C(C=CC(=C3C2=O)O)O)NCCNCCO. Drug 2: C1=C(C(=O)NC(=O)N1)F. Cell line: HCT-15. Synergy scores: CSS=59.3, Synergy_ZIP=-6.90, Synergy_Bliss=-9.02, Synergy_Loewe=-3.28, Synergy_HSA=-0.939.